The task is: Predict the reactants needed to synthesize the given product.. This data is from Full USPTO retrosynthesis dataset with 1.9M reactions from patents (1976-2016). (1) The reactants are: [C:1]([O:4][CH2:5][C@H:6]([N:8]1[CH:17]=[CH:16][C:15]2[C:10](=[CH:11][CH:12]=[C:13]([Cl:19])[C:14]=2[NH2:18])[C:9]1=[O:20])[CH3:7])(=[O:3])[CH3:2].[F:21][C:22]1[CH:27]=[CH:26][C:25]([CH2:28][C:29](O)=[O:30])=[CH:24][C:23]=1[C:32]([F:35])([F:34])[F:33].F[P-](F)(F)(F)(F)F.C[N+](C)=C(N(C)C)ON1C2N=CC=CC=2N=N1.C(N(CC)C(C)C)(C)C. Given the product [C:1]([O:4][CH2:5][C@H:6]([N:8]1[CH:17]=[CH:16][C:15]2[C:10](=[CH:11][CH:12]=[C:13]([Cl:19])[C:14]=2[NH:18][C:29](=[O:30])[CH2:28][C:25]2[CH:26]=[CH:27][C:22]([F:21])=[C:23]([C:32]([F:33])([F:35])[F:34])[CH:24]=2)[C:9]1=[O:20])[CH3:7])(=[O:3])[CH3:2], predict the reactants needed to synthesize it. (2) Given the product [CH:1]1([C:43]2[C:48]([C:49]3[CH:50]=[CH:51][C:52]([F:55])=[CH:53][CH:54]=3)=[C:47]([F:56])[C:46]([O:57][CH:58]([CH3:60])[CH3:59])=[C:45]([CH:61]=[O:62])[CH:44]=2)[CH2:3][CH2:2]1, predict the reactants needed to synthesize it. The reactants are: [CH:1]1(B(O)O)[CH2:3][CH2:2]1.C1(P(C2CCCCC2)C2C=CC=CC=2C2C(OC)=CC=CC=2OC)CCCCC1.C(=O)([O-])[O-].[Na+].[Na+].Br[C:43]1[C:48]([C:49]2[CH:54]=[CH:53][C:52]([F:55])=[CH:51][CH:50]=2)=[C:47]([F:56])[C:46]([O:57][CH:58]([CH3:60])[CH3:59])=[C:45]([CH:61]=[O:62])[CH:44]=1. (3) Given the product [CH2:1]([O:3][C:4]([C:6]1[NH:7][C:8]2[C:13]([CH:14]=1)=[CH:12][C:11]([CH:15]([N:18]1[CH2:22][CH2:21][CH2:20][CH2:19]1)[CH3:16])=[CH:10][CH:9]=2)=[O:5])[CH3:2], predict the reactants needed to synthesize it. The reactants are: [CH2:1]([O:3][C:4]([C:6]1[NH:7][C:8]2[C:13]([CH:14]=1)=[CH:12][C:11]([C:15](=O)[CH3:16])=[CH:10][CH:9]=2)=[O:5])[CH3:2].[NH:18]1[CH2:22][CH2:21][CH2:20][CH2:19]1.C(O[BH-](OC(=O)C)OC(=O)C)(=O)C.[Na+].C(O)(=O)C.S([O-])([O-])(=O)=O.[Mg+2].